From a dataset of Forward reaction prediction with 1.9M reactions from USPTO patents (1976-2016). Predict the product of the given reaction. (1) Given the reactants Br.C(O)(=O)CC.C1(O)C=CC=CC=1.[Br:14][C:15]1[CH:16]=[C:17]2[C:21](=[CH:22][CH:23]=1)[CH2:20][N:19](S(C1C=CC(C)=CC=1)(=O)=O)[CH2:18]2, predict the reaction product. The product is: [Br:14][C:15]1[CH:16]=[C:17]2[C:21](=[CH:22][CH:23]=1)[CH2:20][NH:19][CH2:18]2. (2) Given the reactants [Cl:1][C:2]1[CH:10]=[C:9]([CH:11]([CH3:13])[CH3:12])[CH:8]=[CH:7][C:3]=1[C:4]([OH:6])=O.CN(C(ON1N=NC2C=CC=NC1=2)=[N+](C)C)C.F[P-](F)(F)(F)(F)F.CCN(C(C)C)C(C)C.Cl.[NH2:48][C:49]1[CH:50]=[CH:51][C:52]2[C:56]([CH3:58])([CH3:57])[O:55][B:54]([OH:59])[C:53]=2[CH:60]=1, predict the reaction product. The product is: [Cl:1][C:2]1[CH:10]=[C:9]([CH:11]([CH3:13])[CH3:12])[CH:8]=[CH:7][C:3]=1[C:4]([NH:48][C:49]1[CH:50]=[CH:51][C:52]2[C:56]([CH3:57])([CH3:58])[O:55][B:54]([OH:59])[C:53]=2[CH:60]=1)=[O:6]. (3) Given the reactants [CH2:1]([O:3][C:4]([C:6]1[N:7]([CH:12]2[CH2:16][CH:15]([NH:17][CH:18]([C:20]3[C:29]4[C:24](=[CH:25][CH:26]=[CH:27][CH:28]=4)[CH:23]=[CH:22][CH:21]=3)[CH3:19])[CH:14]=[CH:13]2)[CH:8]=[N:9][C:10]=1[CH3:11])=[O:5])[CH3:2].[H][H], predict the reaction product. The product is: [CH2:1]([O:3][C:4]([C:6]1[N:7]([CH:12]2[CH2:13][CH2:14][CH:15]([NH:17][CH:18]([C:20]3[C:29]4[C:24](=[CH:25][CH:26]=[CH:27][CH:28]=4)[CH:23]=[CH:22][CH:21]=3)[CH3:19])[CH2:16]2)[CH:8]=[N:9][C:10]=1[CH3:11])=[O:5])[CH3:2]. (4) Given the reactants Br[C:2]1[CH:3]=[C:4]([CH2:8][CH2:9][C:10]([O:12][CH2:13][CH3:14])=[O:11])[CH:5]=[CH:6][CH:7]=1.C([Sn](CCCC)(CCCC)[C:20]1[O:21][CH:22]=[CH:23][CH:24]=1)CCC, predict the reaction product. The product is: [O:21]1[CH:22]=[CH:23][CH:24]=[C:20]1[C:2]1[CH:3]=[C:4]([CH2:8][CH2:9][C:10]([O:12][CH2:13][CH3:14])=[O:11])[CH:5]=[CH:6][CH:7]=1. (5) Given the reactants [Cl:1][C:2]1[CH:3]=[C:4]([CH2:22][OH:23])[CH:5]=[CH:6][C:7]=1[CH2:8][N:9]([CH2:11][CH2:12][CH2:13][CH2:14][N:15]([CH2:19][CH2:20][CH3:21])[CH2:16][CH2:17][CH3:18])[CH3:10], predict the reaction product. The product is: [Cl:1][C:2]1[CH:3]=[C:4]([CH:5]=[CH:6][C:7]=1[CH2:8][N:9]([CH2:11][CH2:12][CH2:13][CH2:14][N:15]([CH2:19][CH2:20][CH3:21])[CH2:16][CH2:17][CH3:18])[CH3:10])[CH:22]=[O:23]. (6) Given the reactants [F:1][C:2]1[CH:3]=[C:4]([C:8]2[CH:16]=[CH:15][CH:14]=[C:13]3[C:9]=2/[C:10](=[CH:18]/[C:19]2[NH:20][C:21]([CH3:27])=[CH:22][C:23]=2[C:24]([OH:26])=O)/[C:11](=[O:17])[NH:12]3)[CH:5]=[CH:6][CH:7]=1.C(Cl)CCl.C1C=CC2N(O)N=NC=2C=1.[CH:42]1([NH:45][CH:46]2[CH2:51][CH2:50][NH:49][CH2:48][CH2:47]2)[CH2:44][CH2:43]1, predict the reaction product. The product is: [CH:42]1([NH:45][CH:46]2[CH2:51][CH2:50][N:49]([C:24]([C:23]3[CH:22]=[C:21]([CH3:27])[NH:20][C:19]=3/[CH:18]=[C:10]3\[C:11](=[O:17])[NH:12][C:13]4[C:9]\3=[C:8]([C:4]3[CH:5]=[CH:6][CH:7]=[C:2]([F:1])[CH:3]=3)[CH:16]=[CH:15][CH:14]=4)=[O:26])[CH2:48][CH2:47]2)[CH2:44][CH2:43]1. (7) Given the reactants [NH2:1][CH:2]([C:7]1[CH:8]=[C:9]([CH:23]=[C:24]([Cl:26])[CH:25]=1)[CH2:10][O:11][C:12]1[CH:17]=[CH:16][CH:15]=[CH:14][C:13]=1[CH2:18][C:19]([O:21][CH3:22])=[O:20])[C:3]([F:6])([F:5])[F:4].[C:27](Cl)(=[O:34])[C:28]1[CH:33]=[CH:32][CH:31]=[CH:30][CH:29]=1, predict the reaction product. The product is: [C:27]([NH:1][CH:2]([C:7]1[CH:8]=[C:9]([CH:23]=[C:24]([Cl:26])[CH:25]=1)[CH2:10][O:11][C:12]1[CH:17]=[CH:16][CH:15]=[CH:14][C:13]=1[CH2:18][C:19]([O:21][CH3:22])=[O:20])[C:3]([F:4])([F:6])[F:5])(=[O:34])[C:28]1[CH:33]=[CH:32][CH:31]=[CH:30][CH:29]=1.